This data is from Reaction yield outcomes from USPTO patents with 853,638 reactions. The task is: Predict the reaction yield, written as a fraction of the theoretical maximum amount of product (1.0 means a 100% yield; for example, 0.34 means a 34% yield). The reactants are Cl[C:2]1[C:11]([N:12]([CH:14]([CH3:16])[CH3:15])[CH3:13])=[N:10][C:9]2[C:4](=[CH:5][CH:6]=[C:7]([C:17]([O:19][CH3:20])=[O:18])[CH:8]=2)[N:3]=1.CC1(C)C(C)(C)OB([C:29]2[CH:33]=[C:32]([C:34]3[CH:39]=[CH:38][CH:37]=[CH:36][CH:35]=3)OC=2)O1.[C:41]([O-])([O-])=[O:42].[Na+].[Na+]. The catalyst is O1CCOCC1.C1C=CC([P]([Pd]([P](C2C=CC=CC=2)(C2C=CC=CC=2)C2C=CC=CC=2)([P](C2C=CC=CC=2)(C2C=CC=CC=2)C2C=CC=CC=2)[P](C2C=CC=CC=2)(C2C=CC=CC=2)C2C=CC=CC=2)(C2C=CC=CC=2)C2C=CC=CC=2)=CC=1. The product is [CH:14]([N:12]([CH3:13])[C:11]1[C:2]([C:29]2[O:42][CH:41]=[C:32]([C:34]3[CH:35]=[CH:36][CH:37]=[CH:38][CH:39]=3)[CH:33]=2)=[N:3][C:4]2[C:9]([N:10]=1)=[CH:8][C:7]([C:17]([O:19][CH3:20])=[O:18])=[CH:6][CH:5]=2)([CH3:16])[CH3:15]. The yield is 0.680.